This data is from Catalyst prediction with 721,799 reactions and 888 catalyst types from USPTO. The task is: Predict which catalyst facilitates the given reaction. Reactant: [I:1][C:2]1[NH:6][N:5]=[CH:4][CH:3]=1.[H-].[Na+].S(O)(=O)(=O)C.[C:14]([N:21]1[CH2:26][CH2:25][CH2:24][CH2:23][CH2:22]1)([O:16][C:17]([CH3:20])([CH3:19])[CH3:18])=[O:15].S([O-])(=O)(=O)C. Product: [C:17]([O:16][C:14]([N:21]1[CH2:26][CH2:25][CH:24]([N:5]2[CH:4]=[CH:3][C:2]([I:1])=[N:6]2)[CH2:23][CH2:22]1)=[O:15])([CH3:20])([CH3:18])[CH3:19]. The catalyst class is: 3.